From a dataset of Catalyst prediction with 721,799 reactions and 888 catalyst types from USPTO. Predict which catalyst facilitates the given reaction. (1) Reactant: Cl[C:2]1[C:7](Cl)=[CH:6][CH:5]=[CH:4][C:3]=1[CH:9]([NH:19][C:20]1[S:21][CH2:22][CH2:23][N:24]=1)[CH2:10][C:11]1[CH:16]=[C:15]([CH3:17])[CH:14]=[C:13]([CH3:18])[CH:12]=1.ClC1C(Cl)=CC=CC=1C=O.C(=O)([O-])[O-].[K+].[K+].[C:41](Cl)(=O)[CH3:42]. The catalyst class is: 9. Product: [S:21]1[CH2:22][CH2:23][N:24]=[C:20]1[NH:19][CH:9]([C:3]1[CH:2]=[CH:7][CH:6]=[C:5]([CH3:4])[C:41]=1[CH3:42])[CH2:10][C:11]1[CH:12]=[C:13]([CH3:18])[CH:14]=[C:15]([CH3:17])[CH:16]=1. (2) Reactant: Cl.[Cl:2][C:3]1[CH:4]=[C:5]2[C:9](=[CH:10][CH:11]=1)[NH:8][CH:7]=[C:6]2[CH:12]1[CH2:17][CH2:16][NH:15][CH2:14][CH2:13]1.[F:18][C:19]1[CH:33]=[CH:32][C:31]([F:34])=[CH:30][C:20]=1[CH2:21][C:22]1[O:26][N:25]=[C:24]([C:27](O)=[O:28])[CH:23]=1.CN(C(ON1N=NC2C=CC=NC1=2)=[N+](C)C)C.F[P-](F)(F)(F)(F)F.C(N(CC)C(C)C)(C)C. Product: [Cl:2][C:3]1[CH:4]=[C:5]2[C:9](=[CH:10][CH:11]=1)[NH:8][CH:7]=[C:6]2[CH:12]1[CH2:17][CH2:16][N:15]([C:27]([C:24]2[CH:23]=[C:22]([CH2:21][C:20]3[CH:30]=[C:31]([F:34])[CH:32]=[CH:33][C:19]=3[F:18])[O:26][N:25]=2)=[O:28])[CH2:14][CH2:13]1. The catalyst class is: 3. (3) Reactant: [CH2:1]([O:3][C:4]([C:6]1[C:15](=[O:16])[C:14]2[C:9](=[C:10]([C:19]#[C:20][CH2:21][C@@H:22]3[CH2:26][C@@H:25]([OH:27])[CH2:24][N:23]3[C:28]([O:30][C:31]([CH3:34])([CH3:33])[CH3:32])=[O:29])[C:11]([F:18])=[C:12]([F:17])[CH:13]=2)[N:8]([CH:35]2[CH2:37][CH2:36]2)[CH:7]=1)=[O:5])[CH3:2].N#N.N1C2C(=CC=CC=2)C=CC=1.C(N(CC)CC)C. Product: [CH2:1]([O:3][C:4]([C:6]1[C:15](=[O:16])[C:14]2[C:9](=[C:10](/[CH:19]=[CH:20]\[CH2:21][C@@H:22]3[CH2:26][C@@H:25]([OH:27])[CH2:24][N:23]3[C:28]([O:30][C:31]([CH3:32])([CH3:33])[CH3:34])=[O:29])[C:11]([F:18])=[C:12]([F:17])[CH:13]=2)[N:8]([CH:35]2[CH2:36][CH2:37]2)[CH:7]=1)=[O:5])[CH3:2]. The catalyst class is: 29. (4) Reactant: [CH3:1][C:2]1[CH:8]=[C:7]([CH3:9])[CH:6]=[CH:5][C:3]=1[NH2:4].C(N(CC)CC)C.[Br:17][CH2:18][C:19](Br)=[O:20]. Product: [Br:17][CH2:18][C:19]([NH:4][C:3]1[CH:5]=[CH:6][C:7]([CH3:9])=[CH:8][C:2]=1[CH3:1])=[O:20]. The catalyst class is: 4. (5) Reactant: [CH3:1][O:2][C:3]1[CH:4]=[C:5]([SH:9])[CH:6]=[CH:7][CH:8]=1.C([O-])([O-])=O.[K+].[K+].[CH2:16](OC(OCC)CBr)[CH3:17]. Product: [CH3:1][O:2][C:3]1[CH:8]=[CH:7][C:6]2[CH:17]=[CH:16][S:9][C:5]=2[CH:4]=1. The catalyst class is: 21. (6) Reactant: [CH2:1]([O:3][CH2:4][CH2:5][NH2:6])[CH3:2].[Br:7][C:8]1[CH:13]=[CH:12][C:11]([S:14](Cl)(=[O:16])=[O:15])=[CH:10][CH:9]=1.C(N(C(C)C)C(C)C)C.C([O-])(O)=O.[Na+]. Product: [Br:7][C:8]1[CH:13]=[CH:12][C:11]([S:14]([NH:6][CH2:5][CH2:4][O:3][CH2:1][CH3:2])(=[O:16])=[O:15])=[CH:10][CH:9]=1. The catalyst class is: 7. (7) Reactant: [CH3:1][O:2][C:3](=[O:20])[C:4]1[CH:9]=[CH:8][C:7]([O:10][CH3:11])=[C:6]([NH:12][C:13]([O:15][C:16]([CH3:19])([CH3:18])[CH3:17])=[O:14])[CH:5]=1.[H-].[Na+].[CH2:23](Br)[CH:24]=[C:25]([CH2:27][CH2:28][CH:29]=[C:30]([CH2:32][CH2:33][CH:34]=[C:35]([CH3:37])[CH3:36])[CH3:31])[CH3:26]. Product: [CH3:1][O:2][C:3](=[O:20])[C:4]1[CH:9]=[CH:8][C:7]([O:10][CH3:11])=[C:6]([N:12]([C:13]([O:15][C:16]([CH3:17])([CH3:19])[CH3:18])=[O:14])[CH2:23][CH:24]=[C:25]([CH3:26])[CH2:27][CH2:28][CH:29]=[C:30]([CH3:31])[CH2:32][CH2:33][CH:34]=[C:35]([CH3:37])[CH3:36])[CH:5]=1. The catalyst class is: 7. (8) Reactant: [CH3:1][O:2][C:3]1[CH:8]=[CH:7][C:6]([N:9]2[C:13]3[C:14](=[O:27])[N:15]([CH2:18][CH2:19][CH2:20][CH2:21][C:22]([N:24]([CH3:26])[CH3:25])=[NH:23])[CH2:16][CH2:17][C:12]=3[C:11]([C:28]([F:31])([F:30])[F:29])=[N:10]2)=[CH:5][CH:4]=1.[CH3:32][S:33](Cl)(=[O:35])=[O:34].C(N(CC)CC)C. Product: [CH3:26][N:24]([CH3:25])[C:22](=[N:23][S:33]([CH3:32])(=[O:35])=[O:34])[CH2:21][CH2:20][CH2:19][CH2:18][N:15]1[CH2:16][CH2:17][C:12]2[C:11]([C:28]([F:31])([F:29])[F:30])=[N:10][N:9]([C:6]3[CH:7]=[CH:8][C:3]([O:2][CH3:1])=[CH:4][CH:5]=3)[C:13]=2[C:14]1=[O:27]. The catalyst class is: 2. (9) Reactant: [Br:1]N1C(=O)CCC1=O.[N+:9]([C:12]1[CH:17]=[CH:16][C:15]([N:18]2[C:27]3[N:28]4[CH:34]=[CH:33][CH:32]=[CH:31][C:29]4=[N:30][C:26]=3[C:25]3[C:20](=[CH:21][CH:22]=[CH:23][CH:24]=3)[C:19]2=[O:35])=[CH:14][CH:13]=1)([O-:11])=[O:10].O. Product: [Br:1][C:22]1[CH:21]=[C:20]2[C:25]([C:26]3[N:30]=[C:29]4[CH:31]=[CH:32][CH:33]=[CH:34][N:28]4[C:27]=3[N:18]([C:15]3[CH:14]=[CH:13][C:12]([N+:9]([O-:11])=[O:10])=[CH:17][CH:16]=3)[C:19]2=[O:35])=[CH:24][CH:23]=1. The catalyst class is: 3. (10) Reactant: Cl[C:2]1[CH:3]=[CH:4][C:5]2[C:15]3[C:10](=[CH:11][N:12]=[C:13]([CH3:16])[CH:14]=3)[CH2:9][O:8][C:6]=2[CH:7]=1.[OH:17][CH2:18][C@@H:19]([NH:24][C:25](=[O:31])[O:26][C:27]([CH3:30])([CH3:29])[CH3:28])[CH2:20][CH:21]([CH3:23])[CH3:22].C([O-])([O-])=O.[Cs+].[Cs+].C(P(C(C)(C)C)C1C=CC=CC=1C1C(C(C)C)=CC(C(C)C)=CC=1C(C)C)(C)(C)C. Product: [CH3:22][CH:21]([CH3:23])[CH2:20][C@H:19]([NH:24][C:25](=[O:31])[O:26][C:27]([CH3:30])([CH3:29])[CH3:28])[CH2:18][O:17][C:2]1[CH:3]=[CH:4][C:5]2[C:15]3[C:10](=[CH:11][N:12]=[C:13]([CH3:16])[CH:14]=3)[CH2:9][O:8][C:6]=2[CH:7]=1. The catalyst class is: 164.